Dataset: Forward reaction prediction with 1.9M reactions from USPTO patents (1976-2016). Task: Predict the product of the given reaction. (1) The product is: [C:1]([C:5]1[NH:6][C:7]2[C:12]([CH:13]=1)=[CH:11][C:10]([NH:14][C:16]1[CH:25]=[CH:24][C:23]([CH:26]3[CH2:28][CH2:27]3)=[CH:22][C:17]=1[C:18]([O:20][CH3:21])=[O:19])=[CH:9][CH:8]=2)([CH3:4])([CH3:2])[CH3:3]. Given the reactants [C:1]([C:5]1[NH:6][C:7]2[C:12]([CH:13]=1)=[CH:11][C:10]([NH2:14])=[CH:9][CH:8]=2)([CH3:4])([CH3:3])[CH3:2].Br[C:16]1[CH:25]=[CH:24][C:23]([CH:26]2[CH2:28][CH2:27]2)=[CH:22][C:17]=1[C:18]([O:20][CH3:21])=[O:19].C(=O)([O-])[O-].[Cs+].[Cs+], predict the reaction product. (2) Given the reactants [CH2:1]([N:8]1[CH2:13][CH2:12][C@H:11]([OH:14])[C@H:10]([CH3:15])[CH2:9]1)[C:2]1[CH:7]=[CH:6][CH:5]=[CH:4][CH:3]=1.[H-].[Na+].[Br:18][C:19]1[CH:24]=[CH:23][CH:22]=[C:21](F)[CH:20]=1, predict the reaction product. The product is: [CH2:1]([N:8]1[CH2:13][CH2:12][C@H:11]([O:14][C:21]2[CH:22]=[CH:23][CH:24]=[C:19]([Br:18])[CH:20]=2)[C@H:10]([CH3:15])[CH2:9]1)[C:2]1[CH:3]=[CH:4][CH:5]=[CH:6][CH:7]=1. (3) Given the reactants [Cl:1][C:2]1[N:3]=[C:4](Cl)[C:5]2[CH:11]=[C:10]([N+:12]([O-:14])=[O:13])[CH:9]=[N:8][C:6]=2[N:7]=1.[NH:16]1[CH2:21][CH2:20][O:19][CH2:18][CH2:17]1.C(N(C(C)C)CC)(C)C, predict the reaction product. The product is: [Cl:1][C:2]1[N:3]=[C:4]([N:16]2[CH2:21][CH2:20][O:19][CH2:18][CH2:17]2)[C:5]2[CH:11]=[C:10]([N+:12]([O-:14])=[O:13])[CH:9]=[N:8][C:6]=2[N:7]=1. (4) Given the reactants CO[C:3]1[CH:4]=[CH:5][CH:6]=[C:7]2[C:12]=1[CH2:11][CH:10]([C:13]([OH:15])=O)[CH2:9][CH2:8]2.[NH2:16][CH2:17][C:18]([N:20]([CH3:22])[CH3:21])=[O:19].S(O)(O)(=O)=O.[CH2:28]([N:30]([CH2:38][CH3:39])[C:31]1[CH:36]=[CH:35][CH:34]=[CH:33][C:32]=1N)[CH3:29], predict the reaction product. The product is: [CH2:38]([N:30]([CH2:28][CH3:29])[C:31]1[CH:36]=[CH:35][C:34]([NH:16][CH2:17][C:18]([N:20]([CH3:22])[CH3:21])=[O:19])=[CH:33][CH:32]=1)[CH3:39].[CH2:11]1[C:12]2[C:7](=[CH:6][CH:5]=[CH:4][CH:3]=2)[CH2:8][CH2:9][C:10]1([C:13]([NH2:30])=[O:15])[C:18]([NH2:20])=[O:19]. (5) Given the reactants [CH3:1][O:2][C:3]1[CH:8]=[CH:7][CH:6]=[C:5]([O:9][CH3:10])[CH:4]=1.C([Li])CCC.CN(C)CCN(C)C.C([O:27][B:28](OC(C)C)[O:29]C(C)C)(C)C.Cl, predict the reaction product. The product is: [CH3:1][O:2][C:3]1[CH:8]=[CH:7][CH:6]=[C:5]([O:9][CH3:10])[C:4]=1[B:28]([OH:29])[OH:27]. (6) Given the reactants [NH2:1][CH2:2][C:3]1([C:16]2[CH:21]=[CH:20][CH:19]=[C:18]([F:22])[N:17]=2)[CH2:8][CH2:7][N:6]([C:9]([O:11][C:12]([CH3:15])([CH3:14])[CH3:13])=[O:10])[CH2:5][CH2:4]1.[Cl:23][C:24]1[CH:32]=[C:31]([Cl:33])[CH:30]=[CH:29][C:25]=1[C:26](Cl)=[O:27], predict the reaction product. The product is: [Cl:23][C:24]1[CH:32]=[C:31]([Cl:33])[CH:30]=[CH:29][C:25]=1[C:26]([NH:1][CH2:2][C:3]1([C:16]2[CH:21]=[CH:20][CH:19]=[C:18]([F:22])[N:17]=2)[CH2:8][CH2:7][N:6]([C:9]([O:11][C:12]([CH3:14])([CH3:15])[CH3:13])=[O:10])[CH2:5][CH2:4]1)=[O:27]. (7) Given the reactants [NH2:1][C:2]1[CH:7]=[CH:6][CH:5]=[CH:4][C:3]=1[NH:8][C:9]1[C:22]([O:23][CH2:24][C:25]2[CH:30]=[CH:29][CH:28]=[CH:27][CH:26]=2)=[CH:21][C:20]2[C@:19]34[CH2:31][CH2:32][N:33]([C:34]([O:36][CH2:37][C:38]5[CH:43]=[CH:42][CH:41]=[CH:40][CH:39]=5)=[O:35])[C@@H:13]([C@@H:14]3[CH2:15][CH2:16][CH2:17][CH2:18]4)[CH2:12][C:11]=2[C:10]=1[CH3:44].[CH3:45][S:46](Cl)(=[O:48])=[O:47].O, predict the reaction product. The product is: [CH2:24]([O:23][C:22]1[C:9]([NH:8][C:3]2[CH:4]=[CH:5][CH:6]=[CH:7][C:2]=2[NH:1][S:46]([CH3:45])(=[O:48])=[O:47])=[C:10]([CH3:44])[C:11]2[CH2:12][C@H:13]3[N:33]([C:34]([O:36][CH2:37][C:38]4[CH:39]=[CH:40][CH:41]=[CH:42][CH:43]=4)=[O:35])[CH2:32][CH2:31][C@@:19]4([C:20]=2[CH:21]=1)[C@H:14]3[CH2:15][CH2:16][CH2:17][CH2:18]4)[C:25]1[CH:26]=[CH:27][CH:28]=[CH:29][CH:30]=1. (8) Given the reactants C([O:3][C:4](=[O:35])[CH:5]([C:10]1[CH:11]=[C:12]([C:25]2[CH:30]=[CH:29][C:28]([C:31]([F:34])([F:33])[F:32])=[CH:27][CH:26]=2)[CH:13]=[C:14]([N:16]2[CH2:21][CH2:20][CH2:19][CH2:18][CH:17]2[CH2:22][CH2:23][CH3:24])[CH:15]=1)[CH2:6][CH:7]([CH3:9])[CH3:8])C.[OH-].[Na+], predict the reaction product. The product is: [CH3:9][CH:7]([CH3:8])[CH2:6][CH:5]([C:10]1[CH:11]=[C:12]([C:25]2[CH:26]=[CH:27][C:28]([C:31]([F:34])([F:33])[F:32])=[CH:29][CH:30]=2)[CH:13]=[C:14]([N:16]2[CH2:21][CH2:20][CH2:19][CH2:18][CH:17]2[CH2:22][CH2:23][CH3:24])[CH:15]=1)[C:4]([OH:35])=[O:3].